From a dataset of Forward reaction prediction with 1.9M reactions from USPTO patents (1976-2016). Predict the product of the given reaction. (1) The product is: [CH:13]([Si:20]([O:24][CH2:25][CH3:26])([O:21][CH2:22][CH3:23])[O:19][CH2:17][CH3:18])=[CH:14][CH2:15][CH3:16]. Given the reactants N#N.C(=O)=O.CC(O)C.C[Mg]Cl.[CH2:13]=[CH:14][CH:15]=[CH2:16].[CH2:17]([O:19][SiH:20]([O:24][CH2:25][CH3:26])[O:21][CH2:22][CH3:23])[CH3:18], predict the reaction product. (2) Given the reactants [CH2:1]([O:3][C:4]([C:6]1[CH:7]=[C:8]2[C:13](=[CH:14][CH:15]=1)[NH:12][CH:11]([C:16]1[CH:21]=[CH:20][CH:19]=[C:18]([NH2:22])[CH:17]=1)[C:10]([CH3:24])([CH3:23])[CH2:9]2)=[O:5])[CH3:2].N1C=CC=CC=1.Cl.[CH3:32][N:33]1[CH2:38][CH2:37][N:36]([C:39](Cl)=[O:40])[CH2:35][CH2:34]1, predict the reaction product. The product is: [CH2:1]([O:3][C:4]([C:6]1[CH:7]=[C:8]2[C:13](=[CH:14][CH:15]=1)[NH:12][CH:11]([C:16]1[CH:21]=[CH:20][CH:19]=[C:18]([NH:22][C:39]([N:36]3[CH2:37][CH2:38][N:33]([CH3:32])[CH2:34][CH2:35]3)=[O:40])[CH:17]=1)[C:10]([CH3:23])([CH3:24])[CH2:9]2)=[O:5])[CH3:2]. (3) Given the reactants N[C:2]1[N:3](C)[C:4](=[O:23])[C:5]2([C:15]3[C:10](=[CH:11][CH:12]=[C:13](Br)[CH:14]=3)[O:9][CH:8](C3C=CC=CC=3)[CH2:7]2)[N:6]=1.N1(C(C2C=C(B(O)O)C=CC=2)=O)CCCC1, predict the reaction product. The product is: [NH:3]1[C:4](=[O:23])[C:5]2([C:15]3[C:10](=[CH:11][CH:12]=[CH:13][CH:14]=3)[O:9][CH2:8][CH2:7]2)[N:6]=[CH:2]1. (4) Given the reactants [Cl:1][C:2]1[CH:7]=[CH:6][CH:5]=[C:4]([F:8])[C:3]=1[NH:9][C:10]1[NH:14][C:13]2[CH:15]=[C:16]([OH:23])[C:17]([C:19]([O:21][CH3:22])=[O:20])=[CH:18][C:12]=2[N:11]=1.OS(O)(=O)=O.[N+:29]([O-])([O-:31])=[O:30].[K+], predict the reaction product. The product is: [Cl:1][C:2]1[CH:7]=[CH:6][CH:5]=[C:4]([F:8])[C:3]=1[NH:9][C:10]1[NH:14][C:13]2[C:15]([N+:29]([O-:31])=[O:30])=[C:16]([OH:23])[C:17]([C:19]([O:21][CH3:22])=[O:20])=[CH:18][C:12]=2[N:11]=1. (5) Given the reactants I[C:2]1[C:10]2[C:5](=[CH:6][N:7]=[C:8]([C:11]3[CH:12]=[N:13][CH:14]=[CH:15][CH:16]=3)[CH:9]=2)[N:4]([CH2:17][O:18][CH2:19][CH2:20][Si:21]([CH3:24])([CH3:23])[CH3:22])[N:3]=1.[CH3:25][N:26]1[CH:30]=[CH:29][C:28](B2OC(C)(C)C(C)(C)O2)=[N:27]1.C([O-])(=O)C.[K+].O, predict the reaction product. The product is: [CH3:25][N:26]1[CH:30]=[CH:29][C:28]([C:2]2[C:10]3[C:5](=[CH:6][N:7]=[C:8]([C:11]4[CH:12]=[N:13][CH:14]=[CH:15][CH:16]=4)[CH:9]=3)[N:4]([CH2:17][O:18][CH2:19][CH2:20][Si:21]([CH3:24])([CH3:23])[CH3:22])[N:3]=2)=[N:27]1. (6) Given the reactants [C:1]([O:4][C:5]1[CH:13]=[CH:12][C:8]([C:9](O)=[O:10])=[CH:7][CH:6]=1)(=[O:3])[CH3:2].CN(C=O)C.C(Cl)(=O)C([Cl:22])=O, predict the reaction product. The product is: [C:1]([O:4][C:5]1[CH:13]=[CH:12][C:8]([C:9]([Cl:22])=[O:10])=[CH:7][CH:6]=1)(=[O:3])[CH3:2].